This data is from Reaction yield outcomes from USPTO patents with 853,638 reactions. The task is: Predict the reaction yield, written as a fraction of the theoretical maximum amount of product (1.0 means a 100% yield; for example, 0.34 means a 34% yield). (1) The reactants are [CH3:1][O:2][CH2:3][CH2:4][O:5][C:6]1[CH:11]=[CH:10][N:9]2[C:12]([C:15]([OH:17])=O)=[CH:13][N:14]=[C:8]2[CH:7]=1.C(Cl)(=O)C(Cl)=O.[CH2:24]([N:31]1[C:39]2[CH:38]=[CH:37][CH:36]=[C:35]([NH2:40])[C:34]=2[C:33]([CH3:41])=[N:32]1)[C:25]1[CH:30]=[CH:29][CH:28]=[CH:27][CH:26]=1.C(N(C(C)C)CC)(C)C. The catalyst is ClCCl.CN(C=O)C. The product is [CH2:24]([N:31]1[C:39]2[C:34](=[C:35]([NH:40][C:15]([C:12]3[N:9]4[CH:10]=[CH:11][C:6]([O:5][CH2:4][CH2:3][O:2][CH3:1])=[CH:7][C:8]4=[N:14][CH:13]=3)=[O:17])[CH:36]=[CH:37][CH:38]=2)[C:33]([CH3:41])=[N:32]1)[C:25]1[CH:26]=[CH:27][CH:28]=[CH:29][CH:30]=1. The yield is 0.330. (2) The reactants are [CH2:1]([OH:8])[C:2]1[CH:7]=[CH:6][CH:5]=[CH:4][CH:3]=1.C([Li])CCC.I[C:15]1[S:16][CH:17]=[CH:18][CH:19]=1.N1C=CC=CC=1. The product is [CH2:1]([O:8][C:15]1[S:16][CH:17]=[CH:18][CH:19]=1)[C:2]1[CH:7]=[CH:6][CH:5]=[CH:4][CH:3]=1. The yield is 0.0950. The catalyst is COCCOC.[Cu]Cl.C(OCC)(=O)C. (3) The yield is 0.650. The product is [C:1]([NH:5][C:6]1[C:11]([CH2:12][NH:20][C:19]2[CH:21]=[CH:22][C:16]([F:15])=[C:17]([N+:23]([O-:25])=[O:24])[CH:18]=2)=[CH:10][N:9]=[C:8]([Cl:14])[CH:7]=1)([CH3:4])([CH3:3])[CH3:2]. The catalyst is CC(O)=O. The reactants are [C:1]([NH:5][C:6]1[C:11]([CH:12]=O)=[CH:10][N:9]=[C:8]([Cl:14])[CH:7]=1)([CH3:4])([CH3:3])[CH3:2].[F:15][C:16]1[CH:22]=[CH:21][C:19]([NH2:20])=[CH:18][C:17]=1[N+:23]([O-:25])=[O:24].[BH-](OC(C)=O)(OC(C)=O)OC(C)=O.[Na+].[OH-].[Na+]. (4) The reactants are [C:1]([C:5]1[CH:6]=[C:7]([NH2:12])[C:8]([NH2:11])=[CH:9][CH:10]=1)([CH3:4])([CH3:3])[CH3:2].[OH:13][C@@H:14]([CH3:18])[C:15](O)=O.ClC1C=C(N=C=O)C=CC=1Cl. No catalyst specified. The product is [C:1]([C:5]1[CH:10]=[CH:9][C:8]2[N:11]=[C:15]([C@@H:14]([OH:13])[CH3:18])[NH:12][C:7]=2[CH:6]=1)([CH3:4])([CH3:2])[CH3:3]. The yield is 0.0780. (5) The reactants are [OH:1][C@H:2]1[CH2:7][CH2:6][C@H:5]([N:8]2[C:13](=[O:14])[C:12]([CH2:15][C:16]3[CH:21]=[CH:20][C:19]([C:22]4[C:23]([C:28]#[N:29])=[CH:24][CH:25]=[CH:26][CH:27]=4)=[CH:18][CH:17]=3)=[C:11]([CH2:30][CH2:31][CH3:32])[N:10]3[N:33]=[CH:34][N:35]=[C:9]23)[CH2:4][CH2:3]1.[N+](=[CH:38][C:39]([O:41][CH2:42][CH3:43])=[O:40])=[N-]. The catalyst is C([O-])(=O)C.[Rh+].C(Cl)Cl. The product is [CH2:42]([O:41][C:39](=[O:40])[CH2:38][O:1][C@H:2]1[CH2:7][CH2:6][C@H:5]([N:8]2[C:13](=[O:14])[C:12]([CH2:15][C:16]3[CH:21]=[CH:20][C:19]([C:22]4[CH:27]=[CH:26][CH:25]=[CH:24][C:23]=4[C:28]#[N:29])=[CH:18][CH:17]=3)=[C:11]([CH2:30][CH2:31][CH3:32])[N:10]3[N:33]=[CH:34][N:35]=[C:9]23)[CH2:4][CH2:3]1)[CH3:43]. The yield is 0.590. (6) The reactants are [F:1][C:2]([F:32])([F:31])[C:3]1[CH:4]=[C:5]([CH:28]=[CH:29][CH:30]=1)[C:6]([NH:8][C:9]1[CH:10]=[C:11]([CH:25]=[CH:26][CH:27]=1)[O:12][C:13]1[CH:14]=[CH:15][C:16]2[N:17]([CH:19]=[C:20](C(O)=O)[N:21]=2)[N:18]=1)=[O:7].C1(P(N=[N+]=[N-])(C2C=CC=CC=2)=[O:40])C=CC=CC=1.C([N:52]([CH2:55]C)CC)C.[C:57]([OH:61])([CH3:60])([CH3:59])[CH3:58]. The catalyst is C(OCC)(=O)C. The product is [F:1][C:2]([F:32])([F:31])[C:3]1[CH:4]=[C:5]([CH:28]=[CH:29][CH:30]=1)[C:6]([NH:8][C:9]1[CH:10]=[C:11]([CH:25]=[CH:26][CH:27]=1)[O:12][C:13]1[CH:14]=[CH:15][C:16]2[N:17]([CH:19]=[C:20]([NH:52][C:55](=[O:40])[O:61][C:57]([CH3:60])([CH3:59])[CH3:58])[N:21]=2)[N:18]=1)=[O:7]. The yield is 0.390. (7) The reactants are C(O)(C(F)(F)F)=O.[CH2:8]([O:15][NH:16][C@H:17]1[CH2:22][N:21](C(OC(C)(C)C)=O)[C@H:20]([C:30]([O:32][CH2:33][CH3:34])=[O:31])[CH2:19][CH2:18]1)[C:9]1[CH:14]=[CH:13][CH:12]=[CH:11][CH:10]=1. The catalyst is C(Cl)Cl. The product is [CH2:8]([O:15][NH:16][C@H:17]1[CH2:22][NH:21][C@H:20]([C:30]([O:32][CH2:33][CH3:34])=[O:31])[CH2:19][CH2:18]1)[C:9]1[CH:10]=[CH:11][CH:12]=[CH:13][CH:14]=1. The yield is 0.950. (8) The reactants are Br[C:2]1[C:3]2[CH:4]3[CH2:22][CH2:21][N:20](C(OC(C)(C)C)=O)[CH2:19][CH2:18][CH:5]3[N:6](C(OC(C)(C)C)=O)[C:7]=2[CH:8]=[CH:9][CH:10]=1.P([O-])([O-])([O-])=O.[K+].[K+].[K+].[CH:38]1[C:46]2[C:45]3[CH:47]=[CH:48][CH:49]=[CH:50][C:44]=3[O:43][C:42]=2[C:41](B(O)O)=[CH:40][CH:39]=1.N#N. The catalyst is C1C=CC([P]([Pd]([P](C2C=CC=CC=2)(C2C=CC=CC=2)C2C=CC=CC=2)([P](C2C=CC=CC=2)(C2C=CC=CC=2)C2C=CC=CC=2)[P](C2C=CC=CC=2)(C2C=CC=CC=2)C2C=CC=CC=2)(C2C=CC=CC=2)C2C=CC=CC=2)=CC=1.CN(C=O)C. The product is [CH:38]1[C:46]2[C:45]3[CH:47]=[CH:48][CH:49]=[CH:50][C:44]=3[O:43][C:42]=2[C:41]([C:2]2[C:3]3[C@@H:4]4[CH2:22][CH2:21][NH:20][CH2:19][CH2:18][C@@H:5]4[NH:6][C:7]=3[CH:8]=[CH:9][CH:10]=2)=[CH:40][CH:39]=1. The yield is 0.470. (9) The reactants are Br[C:2]1[CH:13]=[CH:12][C:5]2[C:6](=[O:11])[NH:7][S:8](=[O:10])(=[O:9])[C:4]=2[CH:3]=1.[B:14]1([B:14]2[O:18][C:17]([CH3:20])([CH3:19])[C:16]([CH3:22])([CH3:21])[O:15]2)[O:18][C:17]([CH3:20])([CH3:19])[C:16]([CH3:22])([CH3:21])[O:15]1.CC([O-])=O.[K+]. The catalyst is O1CCOCC1. The product is [O:9]=[S:8]1(=[O:10])[C:4]2[CH:3]=[C:2]([B:14]3[O:18][C:17]([CH3:20])([CH3:19])[C:16]([CH3:22])([CH3:21])[O:15]3)[CH:13]=[CH:12][C:5]=2[C:6](=[O:11])[NH:7]1. The yield is 1.69.